Dataset: Blood-brain barrier permeability classification from the B3DB database. Task: Regression/Classification. Given a drug SMILES string, predict its absorption, distribution, metabolism, or excretion properties. Task type varies by dataset: regression for continuous measurements (e.g., permeability, clearance, half-life) or binary classification for categorical outcomes (e.g., BBB penetration, CYP inhibition). Dataset: b3db_classification. (1) The drug is COCOC(=O)[C@@H]1N2C(=O)[C@@H](N3C(=O)C(c4ccc(O)cc4)NC3(C)C)[C@H]2SC1(C)C. The result is 0 (does not penetrate BBB). (2) The compound is CN1Cc2c(C(=O)OC(C)(C)C)ncn2-c2ccsc2C1=O. The result is 1 (penetrates BBB). (3) The drug is CC(C)(C)NC(=O)[C@H]1CN(Cc2cccnc2)CCN1C[C@@H](O)C[C@@H](Cc1ccccc1)C(=O)N[C@H]1c2ccccc2C[C@@H]1O. The result is 0 (does not penetrate BBB).